From a dataset of Reaction yield outcomes from USPTO patents with 853,638 reactions. Predict the reaction yield, written as a fraction of the theoretical maximum amount of product (1.0 means a 100% yield; for example, 0.34 means a 34% yield). (1) The reactants are [NH2:1][C:2]1[S:6][N:5]=[C:4]([CH3:7])[C:3]=1[C:8]([NH:10][C:11]1[CH:12]=[N:13][C:14]([O:17][CH3:18])=[CH:15][CH:16]=1)=[O:9].Br[C:20]1[S:21][C:22]([C:26]([O:28][CH2:29][CH3:30])=[O:27])=[C:23]([CH3:25])[N:24]=1.C(=O)([O-])[O-].[Cs+].[Cs+].CC1(C)C2C(=C(P(C3C=CC=CC=3)C3C=CC=CC=3)C=CC=2)OC2C(P(C3C=CC=CC=3)C3C=CC=CC=3)=CC=CC1=2. The catalyst is O1CCOCC1.CN(C=O)C.C([O-])(=O)C.[Pd+2].C([O-])(=O)C. The product is [CH3:18][O:17][C:14]1[N:13]=[CH:12][C:11]([NH:10][C:8]([C:3]2[C:4]([CH3:7])=[N:5][S:6][C:2]=2[NH:1][C:20]2[S:21][C:22]([C:26]([O:28][CH2:29][CH3:30])=[O:27])=[C:23]([CH3:25])[N:24]=2)=[O:9])=[CH:16][CH:15]=1. The yield is 0.0500. (2) The reactants are C(=O)([O-])[O-].[K+].[K+].Cl.O.[NH:9]1[CH2:14][CH2:13][C:12](=[O:15])[CH2:11][CH2:10]1.[CH3:16][S:17](Cl)(=[O:19])=[O:18]. The catalyst is C(Cl)(Cl)Cl.O. The product is [CH3:16][S:17]([N:9]1[CH2:14][CH2:13][C:12](=[O:15])[CH2:11][CH2:10]1)(=[O:19])=[O:18]. The yield is 0.870. (3) The reactants are [Li+].CC([N-]C(C)C)C.[C:9]([O:14][CH2:15][CH3:16])(=[O:13])[CH:10]([CH3:12])[CH3:11].Br[CH2:18][CH2:19][CH2:20][CH2:21][CH2:22][CH2:23][Br:24].[NH4+].[Cl-]. The catalyst is C1COCC1.CN1C(=O)N(C)CCC1. The product is [Br:24][CH2:23][CH2:22][CH2:21][CH2:20][CH2:19][CH2:18][C:10]([CH3:12])([CH3:11])[C:9]([O:14][CH2:15][CH3:16])=[O:13]. The yield is 0.520. (4) The reactants are O1CCCC1.[CH2:6]([O:10][C:11]1[CH:16]=[CH:15][C:14]([CH2:17][C:18](Cl)=[N:19][OH:20])=[CH:13][CH:12]=1)[CH2:7][CH2:8][CH3:9].[C:22]([C:24]1[C:25]([NH2:30])=[N:26][CH:27]=[CH:28][CH:29]=1)#[CH:23].C(N(CC)CC)C. The catalyst is O. The product is [CH2:6]([O:10][C:11]1[CH:16]=[CH:15][C:14]([CH2:17][C:18]2[CH:23]=[C:22]([C:24]3[C:25]([NH2:30])=[N:26][CH:27]=[CH:28][CH:29]=3)[O:20][N:19]=2)=[CH:13][CH:12]=1)[CH2:7][CH2:8][CH3:9]. The yield is 0.140. (5) No catalyst specified. The yield is 0.870. The reactants are [CH2:1]([O:8][CH2:9][CH2:10][CH:11]=[O:12])[C:2]1[CH:7]=[CH:6][CH:5]=[CH:4][CH:3]=1.Cl.CCO[C:17]([CH3:19])=O.[CH2:20](Cl)Cl. The product is [CH2:1]([O:8][CH2:9][CH2:10][C@@H:11]([OH:12])[CH2:20][CH:17]=[CH2:19])[C:2]1[CH:7]=[CH:6][CH:5]=[CH:4][CH:3]=1. (6) The reactants are [Cl:1][C:2]1[CH:3]=[C:4]([C:10]2[CH:14]=[CH:13][N:12]([CH2:15][C@@H:16]([NH:18][C:19]([C:21]3[N:22]=[C:23]4[CH2:28][NH:27][CH2:26][CH2:25][N:24]4[CH:29]=3)=[O:20])[CH3:17])[N:11]=2)[CH:5]=[CH:6][C:7]=1[C:8]#[N:9].[CH2:30](N(CC)CC)C.C=O.O.C([BH3-])#N.[Na+]. The catalyst is CO.C(Cl)Cl. The product is [Cl:1][C:2]1[CH:3]=[C:4]([C:10]2[CH:14]=[CH:13][N:12]([CH2:15][C@@H:16]([NH:18][C:19]([C:21]3[N:22]=[C:23]4[CH2:28][N:27]([CH3:30])[CH2:26][CH2:25][N:24]4[CH:29]=3)=[O:20])[CH3:17])[N:11]=2)[CH:5]=[CH:6][C:7]=1[C:8]#[N:9]. The yield is 0.336. (7) The reactants are [CH3:1][C:2]([CH3:9])([CH2:7][OH:8])[C:3]([O:5][CH3:6])=[O:4].N1C=CN=C1.Cl[Si:16]([CH:23]([CH3:25])[CH3:24])([CH:20]([CH3:22])[CH3:21])[CH:17]([CH3:19])[CH3:18]. The catalyst is C1COCC1.CN(C=O)C. The product is [CH3:6][O:5][C:3](=[O:4])[C:2]([CH3:9])([CH3:1])[CH2:7][O:8][Si:16]([CH:23]([CH3:25])[CH3:24])([CH:20]([CH3:22])[CH3:21])[CH:17]([CH3:19])[CH3:18]. The yield is 0.790. (8) The reactants are [F:1][C:2]([F:9])([F:8])[C:3](OCC)=O.C[O-].[Na+].[C:13]([C:16]1[C:21](=[O:22])[CH:20]=[CH:19][N:18]([C:23]2[CH:28]=[CH:27][CH:26]=[C:25]([C:29]([F:32])([F:31])[F:30])[CH:24]=2)[N:17]=1)(=O)[CH3:14].[C:33]1([NH:39][NH2:40])[CH:38]=[CH:37][CH:36]=[CH:35][CH:34]=1. The catalyst is C(OC)(C)(C)C.C1COCC1.Cl.CC(O)=O. The product is [C:33]1([N:39]2[C:13]([C:16]3[C:21](=[O:22])[CH:20]=[CH:19][N:18]([C:23]4[CH:28]=[CH:27][CH:26]=[C:25]([C:29]([F:32])([F:31])[F:30])[CH:24]=4)[N:17]=3)=[CH:14][C:3]([C:2]([F:1])([F:8])[F:9])=[N:40]2)[CH:38]=[CH:37][CH:36]=[CH:35][CH:34]=1. The yield is 0.0200.